This data is from Peptide-MHC class I binding affinity with 185,985 pairs from IEDB/IMGT. The task is: Regression. Given a peptide amino acid sequence and an MHC pseudo amino acid sequence, predict their binding affinity value. This is MHC class I binding data. The peptide sequence is GEVGLDLTV. The MHC is HLA-A11:01 with pseudo-sequence HLA-A11:01. The binding affinity (normalized) is 0.0847.